Dataset: Reaction yield outcomes from USPTO patents with 853,638 reactions. Task: Predict the reaction yield, written as a fraction of the theoretical maximum amount of product (1.0 means a 100% yield; for example, 0.34 means a 34% yield). (1) The reactants are C(N(CC)CC)C.[NH2:8][CH2:9][C:10]1[CH:11]=[C:12]([CH2:16][N:17]2[C:25]3[C:20](=[C:21]([C:26]([OH:29])([CH3:28])[CH3:27])[CH:22]=[CH:23][CH:24]=3)[C:19]([NH:30][S:31]([C:34]3[S:35][C:36]([Cl:39])=[CH:37][CH:38]=3)(=[O:33])=[O:32])=[N:18]2)[CH:13]=[CH:14][CH:15]=1.C([O:43][C:44]([CH3:49])([CH3:48])[C:45](Cl)=[O:46])(=O)C.C(=O)([O-])[O-].[K+].[K+]. The catalyst is ClCCl.CS(C)=O.CO. The product is [Cl:39][C:36]1[S:35][C:34]([S:31]([NH:30][C:19]2[C:20]3[C:25](=[CH:24][CH:23]=[CH:22][C:21]=3[C:26]([OH:29])([CH3:27])[CH3:28])[N:17]([CH2:16][C:12]3[CH:11]=[C:10]([CH2:9][NH:8][C:45](=[O:46])[C:44]([OH:43])([CH3:49])[CH3:48])[CH:15]=[CH:14][CH:13]=3)[N:18]=2)(=[O:33])=[O:32])=[CH:38][CH:37]=1. The yield is 0.240. (2) The reactants are [H-].[Na+].[CH2:3]([O:10][C:11]1[CH:12]=[C:13]([NH:22][C:23]([O:25][C:26]([CH3:29])([CH3:28])[CH3:27])=[O:24])[C:14]([I:21])=[C:15]2[C:20]=1[N:19]=[CH:18][CH:17]=[CH:16]2)[C:4]1[CH:9]=[CH:8][CH:7]=[CH:6][CH:5]=1.Br[CH2:31][CH2:32][CH:33]([O:36][CH3:37])[O:34][CH3:35].P([O-])([O-])([O-])=O. The catalyst is CCCCC.CN(C=O)C. The product is [CH2:3]([O:10][C:11]1[CH:12]=[C:13]([N:22]([C:23]([O:25][C:26]([CH3:29])([CH3:28])[CH3:27])=[O:24])[CH2:31][CH2:32][CH:33]([O:36][CH3:37])[O:34][CH3:35])[C:14]([I:21])=[C:15]2[C:20]=1[N:19]=[CH:18][CH:17]=[CH:16]2)[C:4]1[CH:5]=[CH:6][CH:7]=[CH:8][CH:9]=1. The yield is 0.830. (3) The reactants are [C@@H:1]12[CH2:7][C@@H:4]([CH2:5][CH2:6]1)[CH2:3][C@@H:2]2[O:8][C:9]1[C:21]([CH:22]2[CH2:24][CH2:23]2)=[CH:20][C:12]([C:13]([O:15]C(C)(C)C)=[O:14])=[C:11]([F:25])[CH:10]=1.FC(F)(F)C(O)=O. The catalyst is ClCCl. The product is [C@@H:1]12[CH2:7][C@@H:4]([CH2:5][CH2:6]1)[CH2:3][C@@H:2]2[O:8][C:9]1[C:21]([CH:22]2[CH2:24][CH2:23]2)=[CH:20][C:12]([C:13]([OH:15])=[O:14])=[C:11]([F:25])[CH:10]=1. The yield is 0.320. (4) The reactants are [CH2:1](O)[CH3:2].[C:4]1([CH3:14])[CH:9]=[CH:8][C:7]([CH2:10][C:11]([OH:13])=[O:12])=[CH:6][CH:5]=1.O.C1(C)C=CC(S(O)(=O)=O)=CC=1.C(N(CC)CC)C. The catalyst is C1(C)C=CC=CC=1. The product is [C:4]1([CH3:14])[CH:5]=[CH:6][C:7]([CH2:10][C:11]([O:13][CH2:1][CH3:2])=[O:12])=[CH:8][CH:9]=1. The yield is 0.950. (5) The reactants are CC[O:3][C:4]([C:6]1[NH:7][C:8]2[C:13]([CH:14]=1)=[CH:12][C:11]([C:15]([OH:17])=[O:16])=[CH:10][CH:9]=2)=[O:5].[OH-].[Na+]. The catalyst is O.CO. The product is [NH:7]1[C:8]2[C:13](=[CH:12][C:11]([C:15]([OH:17])=[O:16])=[CH:10][CH:9]=2)[CH:14]=[C:6]1[C:4]([OH:5])=[O:3]. The yield is 0.590. (6) The reactants are [C:1]([N:4]1[C:12]2[C:7](=[CH:8][CH:9]=[C:10]([S:13](Cl)(=[O:15])=[O:14])[CH:11]=2)[CH2:6][CH2:5]1)(=[O:3])[CH3:2].[CH3:17][NH2:18]. The yield is 0.740. The catalyst is C(Cl)Cl. The product is [C:1]([N:4]1[C:12]2[C:7](=[CH:8][CH:9]=[C:10]([S:13]([NH:18][CH3:17])(=[O:15])=[O:14])[CH:11]=2)[CH2:6][CH2:5]1)(=[O:3])[CH3:2]. (7) The catalyst is Cl.CO. The reactants are [C:1]12([CH2:11][CH2:12][N:13]([CH2:34][CH2:35][CH2:36][CH2:37][CH3:38])[C:14]([NH:16][CH2:17][CH2:18][CH:19]([O:26][Si](C(C)(C)C)(C)C)[C:20]3[CH:25]=[CH:24][N:23]=[CH:22][CH:21]=3)=[O:15])[CH2:10][CH:5]3[CH2:6][CH:7]([CH2:9][CH:3]([CH2:4]3)[CH2:2]1)[CH2:8]2. The product is [C:1]12([CH2:11][CH2:12][N:13]([CH2:34][CH2:35][CH2:36][CH2:37][CH3:38])[C:14]([NH:16][CH2:17][CH2:18][CH:19]([OH:26])[C:20]3[CH:25]=[CH:24][N:23]=[CH:22][CH:21]=3)=[O:15])[CH2:8][CH:7]3[CH2:6][CH:5]([CH2:4][CH:3]([CH2:9]3)[CH2:2]1)[CH2:10]2. The yield is 0.553.